From a dataset of Reaction yield outcomes from USPTO patents with 853,638 reactions. Predict the reaction yield, written as a fraction of the theoretical maximum amount of product (1.0 means a 100% yield; for example, 0.34 means a 34% yield). (1) The reactants are [O:1]1[C:5]2[CH:6]=[CH:7][CH:8]=[CH:9][C:4]=2[CH:3]=[C:2]1[CH2:10]O.C(Br)(Br)(Br)[Br:13].C1(P(C2C=CC=CC=2)CCCP(C2C=CC=CC=2)C2C=CC=CC=2)C=CC=CC=1. The catalyst is ClCCl. The product is [Br:13][CH2:10][C:2]1[O:1][C:5]2[CH:6]=[CH:7][CH:8]=[CH:9][C:4]=2[CH:3]=1. The yield is 1.00. (2) The reactants are [CH:1]([C:4]1[C:8]2[CH:9]=[CH:10][CH:11]=[CH:12][C:7]=2[O:6][C:5]=1[CH:13]=O)([CH3:3])[CH3:2].[CH3:15][NH2:16].C(O)C.[BH4-].[Na+]. The catalyst is CO. The product is [CH:1]([C:4]1[C:8]2[CH:9]=[CH:10][CH:11]=[CH:12][C:7]=2[O:6][C:5]=1[CH2:13][NH:16][CH3:15])([CH3:3])[CH3:2]. The yield is 0.850. (3) The reactants are [Cl:1][C:2]1[CH:7]=[CH:6][CH:5]=[CH:4][C:3]=1[C:8]1[C:9]2[CH:19]=[CH:18][C:17](=[O:20])[N:16]([CH:21]([CH2:24][CH3:25])[CH2:22][CH3:23])[C:10]=2[N:11]=[C:12](SC)[N:13]=1.[CH2:26]([N:28]([CH2:32][CH3:33])[CH2:29][CH2:30][NH2:31])[CH3:27]. No catalyst specified. The product is [Cl:1][C:2]1[CH:7]=[CH:6][CH:5]=[CH:4][C:3]=1[C:8]1[C:9]2[CH:19]=[CH:18][C:17](=[O:20])[N:16]([CH:21]([CH2:24][CH3:25])[CH2:22][CH3:23])[C:10]=2[N:11]=[C:12]([NH:31][CH2:30][CH2:29][N:28]([CH2:32][CH3:33])[CH2:26][CH3:27])[N:13]=1. The yield is 0.800. (4) The yield is 0.240. The catalyst is C1COCC1. The product is [CH2:6]([O:5][P:4]([CH2:9][CH2:10][CH2:17][OH:18])(=[O:8])[O:3][CH2:1][CH3:2])[CH3:7]. The reactants are [CH2:1]([O:3][P:4]([CH2:9][CH2:10]OCC)(=[O:8])[O:5][CH2:6][CH3:7])[CH3:2].[BH4-].[Li+].C[CH2:17][O:18]CC. (5) The yield is 0.620. The reactants are [F:1][C:2]1[CH:7]=[CH:6][C:5]([CH:8]=[O:9])=[CH:4][N:3]=1.[CH2:10]([Mg]Br)[CH2:11][CH:12]=[CH2:13].C([O-])(O)=O.[Na+].O. The catalyst is C1COCC1. The product is [F:1][C:2]1[N:3]=[CH:4][C:5]([CH:8]([OH:9])[CH2:13][CH2:12][CH:11]=[CH2:10])=[CH:6][CH:7]=1.